From a dataset of NCI-60 drug combinations with 297,098 pairs across 59 cell lines. Regression. Given two drug SMILES strings and cell line genomic features, predict the synergy score measuring deviation from expected non-interaction effect. (1) Drug 1: CC1C(C(CC(O1)OC2CC(CC3=C2C(=C4C(=C3O)C(=O)C5=C(C4=O)C(=CC=C5)OC)O)(C(=O)C)O)N)O.Cl. Drug 2: C1=NC2=C(N=C(N=C2N1C3C(C(C(O3)CO)O)F)Cl)N. Cell line: KM12. Synergy scores: CSS=23.8, Synergy_ZIP=-9.41, Synergy_Bliss=-6.24, Synergy_Loewe=-3.54, Synergy_HSA=-1.58. (2) Drug 1: CC1=C(C=C(C=C1)C(=O)NC2=CC(=CC(=C2)C(F)(F)F)N3C=C(N=C3)C)NC4=NC=CC(=N4)C5=CN=CC=C5. Drug 2: C1CNP(=O)(OC1)N(CCCl)CCCl. Cell line: SR. Synergy scores: CSS=3.09, Synergy_ZIP=-2.62, Synergy_Bliss=-6.68, Synergy_Loewe=4.47, Synergy_HSA=-5.83. (3) Drug 1: CC12CCC3C(C1CCC2=O)CC(=C)C4=CC(=O)C=CC34C. Drug 2: CC1C(C(CC(O1)OC2CC(CC3=C2C(=C4C(=C3O)C(=O)C5=C(C4=O)C(=CC=C5)OC)O)(C(=O)C)O)N)O.Cl. Cell line: EKVX. Synergy scores: CSS=44.4, Synergy_ZIP=9.20, Synergy_Bliss=9.83, Synergy_Loewe=10.6, Synergy_HSA=10.8. (4) Drug 1: CS(=O)(=O)C1=CC(=C(C=C1)C(=O)NC2=CC(=C(C=C2)Cl)C3=CC=CC=N3)Cl. Drug 2: CCC1=CC2CC(C3=C(CN(C2)C1)C4=CC=CC=C4N3)(C5=C(C=C6C(=C5)C78CCN9C7C(C=CC9)(C(C(C8N6C)(C(=O)OC)O)OC(=O)C)CC)OC)C(=O)OC.C(C(C(=O)O)O)(C(=O)O)O. Cell line: UACC62. Synergy scores: CSS=58.0, Synergy_ZIP=14.4, Synergy_Bliss=15.2, Synergy_Loewe=-25.1, Synergy_HSA=15.1. (5) Cell line: HOP-62. Synergy scores: CSS=1.25, Synergy_ZIP=-2.37, Synergy_Bliss=-3.90, Synergy_Loewe=-3.19, Synergy_HSA=-3.01. Drug 1: CC1=C(C=C(C=C1)C(=O)NC2=CC(=CC(=C2)C(F)(F)F)N3C=C(N=C3)C)NC4=NC=CC(=N4)C5=CN=CC=C5. Drug 2: CS(=O)(=O)CCNCC1=CC=C(O1)C2=CC3=C(C=C2)N=CN=C3NC4=CC(=C(C=C4)OCC5=CC(=CC=C5)F)Cl. (6) Drug 1: CC12CCC(CC1=CCC3C2CCC4(C3CC=C4C5=CN=CC=C5)C)O. Drug 2: C1=CN(C=N1)CC(O)(P(=O)(O)O)P(=O)(O)O. Cell line: K-562. Synergy scores: CSS=11.8, Synergy_ZIP=-6.43, Synergy_Bliss=-3.71, Synergy_Loewe=-4.65, Synergy_HSA=-5.18. (7) Drug 1: CC1OCC2C(O1)C(C(C(O2)OC3C4COC(=O)C4C(C5=CC6=C(C=C35)OCO6)C7=CC(=C(C(=C7)OC)O)OC)O)O. Drug 2: C1=CC(=CC=C1CCCC(=O)O)N(CCCl)CCCl. Cell line: SK-MEL-2. Synergy scores: CSS=35.7, Synergy_ZIP=6.34, Synergy_Bliss=8.21, Synergy_Loewe=0.698, Synergy_HSA=10.3. (8) Drug 1: C1CNP(=O)(OC1)N(CCCl)CCCl. Drug 2: C1C(C(OC1N2C=NC3=C2NC=NCC3O)CO)O. Cell line: MCF7. Synergy scores: CSS=0.879, Synergy_ZIP=7.30, Synergy_Bliss=4.19, Synergy_Loewe=1.16, Synergy_HSA=1.34.